This data is from Full USPTO retrosynthesis dataset with 1.9M reactions from patents (1976-2016). The task is: Predict the reactants needed to synthesize the given product. (1) Given the product [C:23]1([S:33]([C@H:8]2[CH2:13][CH2:12][C@H:11]([C:14]3[CH:19]=[CH:18][C:17]([OH:20])=[CH:16][C:15]=3[OH:21])[CH2:10][CH2:9]2)(=[O:37])=[O:35])[CH:28]=[CH:27][CH:26]=[CH:25][CH:24]=1, predict the reactants needed to synthesize it. The reactants are: C1(S[C@H:8]2[CH2:13][CH2:12][C@H:11]([C:14]3[CH:19]=[CH:18][C:17]([OH:20])=[CH:16][C:15]=3[OH:21])[CH2:10][CH2:9]2)C=CC=CC=1.Cl[C:23]1[CH:28]=[CH:27][CH:26]=[C:25](C(OO)=O)[CH:24]=1.[S:33]([O-:37])([O-])(=[O:35])=S.[Na+].[Na+]. (2) Given the product [Cl:24][C:22]1[CH:23]=[C:16]2[C:17]([CH2:18][N:3]3[CH:4]=[N:5][C:6]4[C:11](=[CH:10][C:9]([N+:12]([O-:14])=[O:13])=[CH:8][CH:7]=4)[C:2]3=[N:15]2)=[CH:20][CH:21]=1, predict the reactants needed to synthesize it. The reactants are: Cl[C:2]1[C:11]2[C:6](=[CH:7][CH:8]=[C:9]([N+:12]([O-:14])=[O:13])[CH:10]=2)[N:5]=[CH:4][N:3]=1.[NH2:15][C:16]1[CH:23]=[C:22]([Cl:24])[CH:21]=[CH:20][C:17]=1[CH2:18]O. (3) Given the product [CH2:84]([O:77][CH:7]([C:8]1[CH:9]=[CH:10][C:11]([F:14])=[CH:12][CH:13]=1)[CH2:6][CH2:5][CH:4]1[CH:23]([C:32]2[CH:33]=[CH:34][C:35]([O:38][CH2:39][C:40]3[CH:41]=[CH:42][CH:43]=[CH:44][CH:45]=3)=[CH:36][CH:37]=2)[N:24]([C:25]2[CH:30]=[CH:29][C:28]([F:59])=[CH:27][CH:26]=2)[C:3]1=[O:2])[C:78]1[CH:83]=[CH:82][CH:81]=[CH:80][CH:79]=1, predict the reactants needed to synthesize it. The reactants are: C[O:2][C:3](=O)[CH:4]([CH:23]([C:32]1[CH:37]=[CH:36][C:35]([O:38][CH2:39][C:40]2[CH:45]=[CH:44][CH:43]=[CH:42][CH:41]=2)=[CH:34][CH:33]=1)[NH:24][C:25]1[CH:30]=[CH:29][C:28](F)=[CH:27][CH:26]=1)[CH2:5][CH2:6][CH:7](OCC1C=CC=CC=1)[C:8]1[CH:13]=[CH:12][C:11]([F:14])=[CH:10][CH:9]=1.CC(O[Si](C)(C)C)=N[Si](C)(C)C.[F-:59].C([N+](CCCC)(CCCC)CCCC)CCC.[OH2:77].[C:78]1([CH3:84])[CH:83]=[CH:82][CH:81]=[CH:80][CH:79]=1. (4) Given the product [NH:8]1[CH2:12][CH2:11][CH2:10][CH:9]1/[CH:13]=[CH:14]/[C:15]1[CH:25]=[CH:24][C:18]([C:19]([O:21][CH2:22][CH3:23])=[O:20])=[CH:17][CH:16]=1, predict the reactants needed to synthesize it. The reactants are: C(OC([N:8]1[CH2:12][CH2:11][CH2:10][CH:9]1/[CH:13]=[CH:14]/[C:15]1[CH:25]=[CH:24][C:18]([C:19]([O:21][CH2:22][CH3:23])=[O:20])=[CH:17][CH:16]=1)=O)(C)(C)C.C(O)(C(F)(F)F)=O. (5) Given the product [OH:14][CH2:13][CH2:12][O:11][C:9]1[CH:8]=[CH:7][C:3]([C:4]([OH:6])=[O:5])=[C:2]([O:1][CH2:16][C:17]2[C:26]3[C:21](=[CH:22][CH:23]=[CH:24][CH:25]=3)[CH:20]=[CH:19][CH:18]=2)[CH:10]=1, predict the reactants needed to synthesize it. The reactants are: [OH:1][C:2]1[CH:10]=[C:9]([O:11][CH2:12][CH2:13][OH:14])[CH:8]=[CH:7][C:3]=1[C:4]([OH:6])=[O:5].Cl[CH2:16][C:17]1[C:26]2[C:21](=[CH:22][CH:23]=[CH:24][CH:25]=2)[CH:20]=[CH:19][CH:18]=1.C([O-])([O-])=O.[K+].[K+].[OH-].[Na+].